Dataset: Full USPTO retrosynthesis dataset with 1.9M reactions from patents (1976-2016). Task: Predict the reactants needed to synthesize the given product. (1) Given the product [F:17][C:18]([F:41])([F:42])[C:19]([C:25]1[CH:30]=[CH:29][C:28]([O:31][CH3:32])=[CH:27][C:26]=1[CH2:33][OH:34])([OH:24])[C:20]([F:21])([F:23])[F:22], predict the reactants needed to synthesize it. The reactants are: FC(F)(F)C(C1C=CC(OC)=CC=1CO)O.[F:17][C:18]([F:42])([F:41])[C:19]([C:25]1[CH:30]=[CH:29][C:28]([O:31][CH3:32])=[CH:27][C:26]=1[CH2:33][O:34]C1CCCCO1)([OH:24])[C:20]([F:23])([F:22])[F:21]. (2) Given the product [Cl:17][C:11]1[CH:10]=[C:9]([NH:8][C:6]2[N:5]=[C:4]([NH:18][CH:19]3[CH2:25][CH2:24][CH2:23][CH2:22][CH2:21][CH2:20]3)[N:3]=[C:2]([N:30]3[CH2:31][CH2:32][N:27]([CH3:26])[CH2:28][CH2:29]3)[N:7]=2)[CH:14]=[CH:13][C:12]=1[O:15][CH3:16], predict the reactants needed to synthesize it. The reactants are: Cl[C:2]1[N:7]=[C:6]([NH:8][C:9]2[CH:14]=[CH:13][C:12]([O:15][CH3:16])=[C:11]([Cl:17])[CH:10]=2)[N:5]=[C:4]([NH:18][CH:19]2[CH2:25][CH2:24][CH2:23][CH2:22][CH2:21][CH2:20]2)[N:3]=1.[CH3:26][N:27]1[CH2:32][CH2:31][NH:30][CH2:29][CH2:28]1.[OH-].[Na+].